Predict the reaction yield, written as a fraction of the theoretical maximum amount of product (1.0 means a 100% yield; for example, 0.34 means a 34% yield). From a dataset of Reaction yield outcomes from USPTO patents with 853,638 reactions. (1) The reactants are [CH3:1][C:2]([CH3:22])=[CH:3][C:4]1[C:14]2[O:13][CH2:12][CH2:11][N:10]([C:15]([O:17][C:18]([CH3:21])([CH3:20])[CH3:19])=[O:16])[CH2:9][C:8]=2[CH:7]=[CH:6][CH:5]=1. The catalyst is [Pd].CO. The product is [CH3:1][CH:2]([CH3:22])[CH2:3][C:4]1[C:14]2[O:13][CH2:12][CH2:11][N:10]([C:15]([O:17][C:18]([CH3:19])([CH3:21])[CH3:20])=[O:16])[CH2:9][C:8]=2[CH:7]=[CH:6][CH:5]=1. The yield is 0.956. (2) The reactants are [Cl:1][C:2]1[CH:3]=[C:4]([NH2:17])[CH:5]=[CH:6][C:7]=1[O:8][CH2:9][C:10]1[CH:15]=[CH:14][CH:13]=[C:12]([F:16])[CH:11]=1.Cl[C:19]1[C:28]2[C:23](=[CH:24][CH:25]=[C:26]([I:29])[CH:27]=2)[N:22]=[CH:21][N:20]=1.CC(O)(C)C. The catalyst is ClCCCl. The product is [ClH:1].[Cl:1][C:2]1[CH:3]=[C:4]([NH:17][C:19]2[C:28]3[C:23](=[CH:24][CH:25]=[C:26]([I:29])[CH:27]=3)[N:22]=[CH:21][N:20]=2)[CH:5]=[CH:6][C:7]=1[O:8][CH2:9][C:10]1[CH:15]=[CH:14][CH:13]=[C:12]([F:16])[CH:11]=1. The yield is 0.580. (3) The reactants are [C:1]([C:5]1[CH:18]=[C:17]([C:19](OC)=[O:20])[C:16]2[O:15][C:14]3[C:13]([C:23](OC)=[O:24])=[CH:12][C:11]([C:27]([CH3:30])([CH3:29])[CH3:28])=[CH:10][C:9]=3[C:8]([CH3:32])([CH3:31])[C:7]=2[CH:6]=1)([CH3:4])([CH3:3])[CH3:2].[H-].[Al+3].[Li+].[H-].[H-].[H-].S([O-])([O-])(=O)=O.[Na+].[Na+]. The catalyst is CCOCC.O1CCCC1. The product is [C:27]([C:11]1[CH:12]=[C:13]([CH2:23][OH:24])[C:14]2[O:15][C:16]3[C:7](=[CH:6][C:5]([C:1]([CH3:4])([CH3:3])[CH3:2])=[CH:18][C:17]=3[CH2:19][OH:20])[C:8]([CH3:32])([CH3:31])[C:9]=2[CH:10]=1)([CH3:30])([CH3:29])[CH3:28]. The yield is 0.980. (4) The catalyst is C(#N)C. The product is [C:5]12([C:3](=[O:4])[CH2:2][S:15][C:16]3[S:17][CH:18]=[CH:19][CH:20]=3)[CH2:14][CH:9]3[CH2:10][CH:11]([CH2:13][CH:7]([CH2:8]3)[CH2:6]1)[CH2:12]2. The reactants are Br[CH2:2][C:3]([C:5]12[CH2:14][CH:9]3[CH2:10][CH:11]([CH2:13][CH:7]([CH2:8]3)[CH2:6]1)[CH2:12]2)=[O:4].[SH:15][C:16]1[S:17][CH:18]=[CH:19][CH:20]=1.C(N(CC)CC)C. The yield is 0.860. (5) The reactants are [CH2:1]([O:3][C:4]([C:6]1([NH:15][C:16](=[O:25])[C:17]2[CH:22]=[CH:21][CH:20]=[C:19]([CH3:23])[C:18]=2[OH:24])[CH2:14][C:13]2[C:8](=[CH:9][CH:10]=[CH:11][CH:12]=2)[CH2:7]1)=[O:5])[CH3:2].C([O-])([O-])=O.[Cs+].[Cs+].Br[CH:33]([CH2:35][CH3:36])[CH3:34]. The catalyst is CN(C=O)C. The product is [CH2:1]([O:3][C:4]([C:6]1([NH:15][C:16](=[O:25])[C:17]2[CH:22]=[CH:21][CH:20]=[C:19]([CH3:23])[C:18]=2[O:24][CH:33]([CH2:35][CH3:36])[CH3:34])[CH2:7][C:8]2[C:13](=[CH:12][CH:11]=[CH:10][CH:9]=2)[CH2:14]1)=[O:5])[CH3:2]. The yield is 0.850. (6) The reactants are Cl.[NH2:2][C:3]1[N:4]=[C:5]2[CH:10]=[CH:9][C:8]([O:11][C:12]3[CH:13]=[CH:14][C:15]([F:28])=[C:16]([NH:18][C:19]([C:21]4[N:25]([CH3:26])[N:24]=[C:23]([CH3:27])[CH:22]=4)=[O:20])[CH:17]=3)=[N:7][N:6]2[CH:29]=1.[C:30](Cl)(=[O:33])[CH2:31][CH3:32].O. The catalyst is CN(C)C(=O)C. The product is [F:28][C:15]1[CH:14]=[CH:13][C:12]([O:11][C:8]2[CH:9]=[CH:10][C:5]3[N:6]([CH:29]=[C:3]([NH:2][C:30](=[O:33])[CH2:31][CH3:32])[N:4]=3)[N:7]=2)=[CH:17][C:16]=1[NH:18][C:19]([C:21]1[N:25]([CH3:26])[N:24]=[C:23]([CH3:27])[CH:22]=1)=[O:20]. The yield is 0.370. (7) The reactants are [N:1]1[CH:6]=[CH:5][CH:4]=[CH:3][C:2]=1[C:7]1[C:8]([NH2:13])=[N:9][NH:10][C:11]=1[NH2:12].[O:14]1[C:18]2[CH:19]=[CH:20][C:21]([C:23](=O)[CH2:24][C:25](OC)=[O:26])=[CH:22][C:17]=2[O:16][CH2:15]1.CC1C=CC(S(O)(=O)=O)=CC=1. The catalyst is CCCCO. The product is [NH2:12][C:11]1[C:7]([C:2]2[CH:3]=[CH:4][CH:5]=[CH:6][N:1]=2)=[C:8]2[NH:13][C:23]([C:21]3[CH:20]=[CH:19][C:18]4[O:14][CH2:15][O:16][C:17]=4[CH:22]=3)=[CH:24][C:25](=[O:26])[N:9]2[N:10]=1. The yield is 0.240. (8) The reactants are Br[C:2]1[CH:7]=[C:6]([CH3:8])[CH:5]=[C:4]([CH3:9])[C:3]=1[NH:10][C:11](=[O:20])[CH2:12][C:13]1[CH:18]=[CH:17][C:16]([F:19])=[CH:15][CH:14]=1.[NH2:21][C:22]1[CH:23]=[C:24](B(O)O)[CH:25]=[CH:26][CH:27]=1.C(=O)([O-])[O-].[K+].[K+]. The catalyst is CC(C)=O.C([O-])(=O)C.[Pd+2].C([O-])(=O)C. The product is [NH2:21][C:22]1[CH:27]=[C:26]([C:2]2[CH:7]=[C:6]([CH3:8])[CH:5]=[C:4]([CH3:9])[C:3]=2[NH:10][C:11](=[O:20])[CH2:12][C:13]2[CH:18]=[CH:17][C:16]([F:19])=[CH:15][CH:14]=2)[CH:25]=[CH:24][CH:23]=1. The yield is 0.950. (9) The product is [C:32]([C:30]1[C:29]([O:35][CH2:36][CH3:37])=[C:28]([CH:11]2[CH2:14][N:13]([C:15]([O:17][CH2:18][C:19]3[CH:24]=[CH:23][CH:22]=[CH:21][CH:20]=3)=[O:16])[CH2:12]2)[C:27]([CH3:39])=[C:26]([Cl:25])[CH:31]=1)(=[O:34])[CH3:33]. The yield is 0.780. The reactants are BrCCBr.Cl[Si](C)(C)C.I[CH:11]1[CH2:14][N:13]([C:15]([O:17][CH2:18][C:19]2[CH:24]=[CH:23][CH:22]=[CH:21][CH:20]=2)=[O:16])[CH2:12]1.[Cl:25][C:26]1[C:27]([CH3:39])=[C:28](I)[C:29]([O:35][CH2:36][CH3:37])=[C:30]([C:32](=[O:34])[CH3:33])[CH:31]=1. The catalyst is CN(C)C=O.[Zn].C1C=CC(/C=C/C(/C=C/C2C=CC=CC=2)=O)=CC=1.C1C=CC(/C=C/C(/C=C/C2C=CC=CC=2)=O)=CC=1.C1C=CC(/C=C/C(/C=C/C2C=CC=CC=2)=O)=CC=1.[Pd].[Pd].O1C=CC=C1P(C1OC=CC=1)C1OC=CC=1. (10) The reactants are OC(C)(C)C[O:4][C@H:5]1[CH2:10][CH2:9][C@H:8]([N:11]2[C:16](=[O:17])[C:15]([CH2:18][C:19]3[CH:24]=[CH:23][C:22]([C:25]4[C:26]([C:31]#[N:32])=[CH:27][CH:28]=[CH:29][CH:30]=4)=[CH:21][CH:20]=3)=[C:14]([CH2:33][CH2:34][CH3:35])[N:13]3[N:36]=[C:37]([CH3:39])[N:38]=[C:12]23)[CH2:7][CH2:6]1.[CH2:47]([Sn](=O)[CH2:47][CH2:48][CH2:49][CH3:50])[CH2:48][CH2:49][CH3:50].[N:52]([Si](C)(C)C)=[N+:53]=[N-:54].[F-].C([N+](CC[CH2:75][CH3:76])(CCCC)CCCC)CCC.Cl.C(OCC)(=[O:80])C. The catalyst is O1CCCC1.C1(C)C=CC=CC=1. The product is [CH2:75]([C:48]([OH:80])([CH2:49][CH3:50])[CH2:47][O:4][C@H:5]1[CH2:6][CH2:7][C@H:8]([N:11]2[C:16](=[O:17])[C:15]([CH2:18][C:19]3[CH:24]=[CH:23][C:22]([C:25]4[CH:30]=[CH:29][CH:28]=[CH:27][C:26]=4[C:31]4[NH:32][N:54]=[N:53][N:52]=4)=[CH:21][CH:20]=3)=[C:14]([CH2:33][CH2:34][CH3:35])[N:13]3[N:36]=[C:37]([CH3:39])[N:38]=[C:12]23)[CH2:9][CH2:10]1)[CH3:76]. The yield is 0.320.